This data is from Reaction yield outcomes from USPTO patents with 853,638 reactions. The task is: Predict the reaction yield, written as a fraction of the theoretical maximum amount of product (1.0 means a 100% yield; for example, 0.34 means a 34% yield). (1) The reactants are C([O:3][C:4]([C:6]1[O:7][C:8]2[CH:15]=[CH:14][CH:13]=[C:12]([O:16][CH3:17])[C:9]=2[C:10]=1[CH3:11])=[O:5])C.[Li+].[OH-]. The catalyst is C1COCC1. The product is [CH3:17][O:16][C:12]1[C:9]2[C:10]([CH3:11])=[C:6]([C:4]([OH:5])=[O:3])[O:7][C:8]=2[CH:15]=[CH:14][CH:13]=1. The yield is 0.910. (2) The reactants are FC(F)(F)S(O[C:7]1[CH2:10][CH:9]([CH2:11][O:12][Si:13]([C:26]([CH3:29])([CH3:28])[CH3:27])([C:20]2[CH:25]=[CH:24][CH:23]=[CH:22][CH:21]=2)[C:14]2[CH:19]=[CH:18][CH:17]=[CH:16][CH:15]=2)[CH:8]=1)(=O)=O.[Cl:32][C:33]1[CH:34]=[C:35]([C:39]2[N:48]([CH2:49][C:50]([NH:52][CH:53]([CH3:55])[CH3:54])=[O:51])[C:47](=[O:56])[C:46]3[C:41](=[CH:42][CH:43]=[C:44](B4OC(C)(C)C(C)(C)O4)[CH:45]=3)[N:40]=2)[CH:36]=[CH:37][CH:38]=1.C([O-])([O-])=O.[Na+].[Na+]. The catalyst is C1(C)C=CC=CC=1.C1C=CC([P]([Pd]([P](C2C=CC=CC=2)(C2C=CC=CC=2)C2C=CC=CC=2)([P](C2C=CC=CC=2)(C2C=CC=CC=2)C2C=CC=CC=2)[P](C2C=CC=CC=2)(C2C=CC=CC=2)C2C=CC=CC=2)(C2C=CC=CC=2)C2C=CC=CC=2)=CC=1. The product is [Si:13]([O:12][CH2:11][CH:9]1[CH2:10][C:7]([C:44]2[CH:45]=[C:46]3[C:41](=[CH:42][CH:43]=2)[N:40]=[C:39]([C:35]2[CH:36]=[CH:37][CH:38]=[C:33]([Cl:32])[CH:34]=2)[N:48]([CH2:49][C:50]([NH:52][CH:53]([CH3:54])[CH3:55])=[O:51])[C:47]3=[O:56])=[CH:8]1)([C:26]([CH3:29])([CH3:27])[CH3:28])([C:20]1[CH:25]=[CH:24][CH:23]=[CH:22][CH:21]=1)[C:14]1[CH:19]=[CH:18][CH:17]=[CH:16][CH:15]=1. The yield is 0.534. (3) The reactants are [CH3:1][C:2]1[N:7]=[CH:6][C:5]([C:8]#[C:9][Si](C)(C)C)=[CH:4][N:3]=1.FC(F)(F)S(O[C:20]1[CH2:21][CH2:22][N:23]([C:26]([O:28][C:29]([CH3:32])([CH3:31])[CH3:30])=[O:27])[CH2:24][CH:25]=1)(=O)=O. The catalyst is CN(C=O)C.Cl[Cu].Cl[Pd](Cl)([P](C1C=CC=CC=1)(C1C=CC=CC=1)C1C=CC=CC=1)[P](C1C=CC=CC=1)(C1C=CC=CC=1)C1C=CC=CC=1. The product is [CH3:1][C:2]1[N:7]=[CH:6][C:5]([C:8]#[C:9][C:20]2[CH2:25][CH2:24][N:23]([C:26]([O:28][C:29]([CH3:32])([CH3:31])[CH3:30])=[O:27])[CH2:22][CH:21]=2)=[CH:4][N:3]=1. The yield is 0.450. (4) The reactants are [OH:1][C:2]1[CH:3]=[CH:4][C:5]([CH3:8])=[N:6][CH:7]=1.[OH-].[Na+].[CH2:11](Br)[C:12]1[CH:17]=[CH:16][CH:15]=[CH:14][CH:13]=1. The catalyst is CC(C)=O.O. The product is [CH2:11]([O:1][C:2]1[CH:3]=[CH:4][C:5]([CH3:8])=[N:6][CH:7]=1)[C:12]1[CH:17]=[CH:16][CH:15]=[CH:14][CH:13]=1. The yield is 0.860. (5) The reactants are [NH2:1][C:2]1[N:10]=[C:9]([Cl:11])[CH:8]=[CH:7][C:3]=1[C:4]([OH:6])=O.C(N(CC)CC)C.F[P-](F)(F)(F)(F)F.N1(O[P+](N(C)C)(N(C)C)N(C)C)C2C=CC=CC=2N=N1.[CH2:46]([O:53][C:54]1[CH:61]=[CH:60][C:57]([CH2:58][NH2:59])=[CH:56][CH:55]=1)[C:47]1[CH:52]=[CH:51][CH:50]=[CH:49][CH:48]=1.N1C2C(=NC=CC=2)C=C1. The catalyst is CN(C)C=O.[Cl-].[Na+].O. The product is [NH2:1][C:2]1[N:10]=[C:9]([Cl:11])[CH:8]=[CH:7][C:3]=1[C:4]([NH:59][CH2:58][C:57]1[CH:60]=[CH:61][C:54]([O:53][CH2:46][C:47]2[CH:52]=[CH:51][CH:50]=[CH:49][CH:48]=2)=[CH:55][CH:56]=1)=[O:6]. The yield is 0.220.